Task: Predict the product of the given reaction.. Dataset: Forward reaction prediction with 1.9M reactions from USPTO patents (1976-2016) Given the reactants [Si]([O:18][CH2:19][CH2:20][C:21]1[N:25]=[C:24]([C:26]2[C:27]([CH3:33])=[N:28][C:29]([Cl:32])=[CH:30][CH:31]=2)[O:23][N:22]=1)(C(C)(C)C)(C1C=CC=CC=1)C1C=CC=CC=1.[F-].C([N+](CCCC)(CCCC)CCCC)CCC, predict the reaction product. The product is: [Cl:32][C:29]1[N:28]=[C:27]([CH3:33])[C:26]([C:24]2[O:23][N:22]=[C:21]([CH2:20][CH2:19][OH:18])[N:25]=2)=[CH:31][CH:30]=1.